From a dataset of Full USPTO retrosynthesis dataset with 1.9M reactions from patents (1976-2016). Predict the reactants needed to synthesize the given product. (1) Given the product [F:21][C:22]1[CH:27]=[CH:26][C:25]([C:28]2[O:29][C:30]3[CH:40]=[C:39]([N:41]([CH3:46])[S:42]([CH3:45])(=[O:43])=[O:44])[C:38]([C:2]4[CH:3]=[CH:4][C:5]5[N:6]([C:8]([C:11]6[CH:16]=[CH:15][C:14]([C:17]([F:20])([F:19])[F:18])=[CH:13][CH:12]=6)=[N:9][N:10]=5)[N:7]=4)=[CH:37][C:31]=3[C:32]=2[C:33]([NH:35][CH3:36])=[O:34])=[CH:24][CH:23]=1, predict the reactants needed to synthesize it. The reactants are: Cl[C:2]1[CH:3]=[CH:4][C:5]2[N:6]([C:8]([C:11]3[CH:16]=[CH:15][C:14]([C:17]([F:20])([F:19])[F:18])=[CH:13][CH:12]=3)=[N:9][N:10]=2)[N:7]=1.[F:21][C:22]1[CH:27]=[CH:26][C:25]([C:28]2[O:29][C:30]3[CH:40]=[C:39]([N:41]([CH3:46])[S:42]([CH3:45])(=[O:44])=[O:43])[C:38](B4OC(C)(C)C(C)(C)O4)=[CH:37][C:31]=3[C:32]=2[C:33]([NH:35][CH3:36])=[O:34])=[CH:24][CH:23]=1.[O-]P([O-])([O-])=O.[K+].[K+].[K+]. (2) Given the product [Cl:1][C:2]1[CH:10]=[CH:9][C:5]([C:6]([N:31]2[CH2:30][CH2:29][C:28]3[C:33](=[CH:34][C:25]([C:23]4[CH:24]=[C:19]([N:16]5[CH2:15][CH2:14][N:13]([CH3:12])[CH2:18][CH2:17]5)[N:20]=[C:21]([NH2:35])[N:22]=4)=[CH:26][CH:27]=3)[CH2:32]2)=[O:7])=[CH:4][CH:3]=1, predict the reactants needed to synthesize it. The reactants are: [Cl:1][C:2]1[CH:10]=[CH:9][C:5]([C:6](Cl)=[O:7])=[CH:4][CH:3]=1.Cl.[CH3:12][N:13]1[CH2:18][CH2:17][N:16]([C:19]2[CH:24]=[C:23]([C:25]3[CH:34]=[C:33]4[C:28]([CH2:29][CH2:30][NH:31][CH2:32]4)=[CH:27][CH:26]=3)[N:22]=[C:21]([NH2:35])[N:20]=2)[CH2:15][CH2:14]1.C(N(CC)CC)C. (3) Given the product [C:5]([C:16]1[CH:15]=[CH:14][C:13]([NH:17][C:18](=[O:20])[CH3:19])=[CH:12][C:11]=1[OH:10])(=[O:7])[CH3:6], predict the reactants needed to synthesize it. The reactants are: [Cl-].[Al+3].[Cl-].[Cl-].[C:5](Cl)(=[O:7])[CH3:6].C[O:10][C:11]1[CH:12]=[C:13]([NH:17][C:18](=[O:20])[CH3:19])[CH:14]=[CH:15][CH:16]=1.